Task: Binary Classification. Given a T-cell receptor sequence (or CDR3 region) and an epitope sequence, predict whether binding occurs between them.. Dataset: TCR-epitope binding with 47,182 pairs between 192 epitopes and 23,139 TCRs (1) The epitope is NLVPMVATV. The TCR CDR3 sequence is CASSQAGGAYGYTF. Result: 1 (the TCR binds to the epitope). (2) The epitope is AYAQKIFKI. The TCR CDR3 sequence is CASSPSVGSTDTQYF. Result: 0 (the TCR does not bind to the epitope). (3) The epitope is NLNESLIDL. The TCR CDR3 sequence is CASSFGRGAYEQYF. Result: 1 (the TCR binds to the epitope). (4) The epitope is TPRVTGGGAM. The TCR CDR3 sequence is CASSLLGLQGSYNEQFF. Result: 1 (the TCR binds to the epitope). (5) The epitope is KLSALGINAV. The TCR CDR3 sequence is CASSLGTERDEQYF. Result: 0 (the TCR does not bind to the epitope).